Dataset: NCI-60 drug combinations with 297,098 pairs across 59 cell lines. Task: Regression. Given two drug SMILES strings and cell line genomic features, predict the synergy score measuring deviation from expected non-interaction effect. Drug 1: CC1C(C(CC(O1)OC2CC(CC3=C2C(=C4C(=C3O)C(=O)C5=C(C4=O)C(=CC=C5)OC)O)(C(=O)C)O)N)O.Cl. Drug 2: CCC1(C2=C(COC1=O)C(=O)N3CC4=CC5=C(C=CC(=C5CN(C)C)O)N=C4C3=C2)O.Cl. Cell line: ACHN. Synergy scores: CSS=21.7, Synergy_ZIP=-6.98, Synergy_Bliss=-3.05, Synergy_Loewe=-10.1, Synergy_HSA=-1.44.